This data is from Forward reaction prediction with 1.9M reactions from USPTO patents (1976-2016). The task is: Predict the product of the given reaction. The product is: [CH2:1]([O:8][C:9]([NH:11][CH2:12][CH2:13][CH2:14][C@@H:15]([C:24]([NH:26][C@H:27]1[CH2:31][CH2:30][CH2:29][C@H:28]1[C:32]([O:34][CH2:35][C:36]1[CH:41]=[CH:40][C:39]([O:42][CH3:43])=[CH:38][CH:37]=1)=[O:33])=[O:25])[NH2:16])=[O:10])[C:2]1[CH:3]=[CH:4][CH:5]=[CH:6][CH:7]=1. Given the reactants [CH2:1]([O:8][C:9]([NH:11][CH2:12][CH2:13][CH2:14][C@@H:15]([C:24]([NH:26][C@H:27]1[CH2:31][CH2:30][CH2:29][C@H:28]1[C:32]([O:34][CH2:35][C:36]1[CH:41]=[CH:40][C:39]([O:42][CH3:43])=[CH:38][CH:37]=1)=[O:33])=[O:25])[NH:16]C(OC(C)(C)C)=O)=[O:10])[C:2]1[CH:7]=[CH:6][CH:5]=[CH:4][CH:3]=1.O.C1(C)C=CC(S(O)(=O)=O)=CC=1, predict the reaction product.